Dataset: NCI-60 drug combinations with 297,098 pairs across 59 cell lines. Task: Regression. Given two drug SMILES strings and cell line genomic features, predict the synergy score measuring deviation from expected non-interaction effect. (1) Drug 2: CC1CCC2CC(C(=CC=CC=CC(CC(C(=O)C(C(C(=CC(C(=O)CC(OC(=O)C3CCCCN3C(=O)C(=O)C1(O2)O)C(C)CC4CCC(C(C4)OC)O)C)C)O)OC)C)C)C)OC. Synergy scores: CSS=8.74, Synergy_ZIP=-0.854, Synergy_Bliss=5.02, Synergy_Loewe=-11.1, Synergy_HSA=1.94. Drug 1: CN1C2=C(C=C(C=C2)N(CCCl)CCCl)N=C1CCCC(=O)O.Cl. Cell line: SNB-19. (2) Drug 2: CC1=C(C(=CC=C1)Cl)NC(=O)C2=CN=C(S2)NC3=CC(=NC(=N3)C)N4CCN(CC4)CCO. Cell line: SF-268. Synergy scores: CSS=15.0, Synergy_ZIP=6.80, Synergy_Bliss=9.06, Synergy_Loewe=-0.895, Synergy_HSA=5.89. Drug 1: CN1CCC(CC1)COC2=C(C=C3C(=C2)N=CN=C3NC4=C(C=C(C=C4)Br)F)OC. (3) Drug 1: CS(=O)(=O)OCCCCOS(=O)(=O)C. Drug 2: C1CN(P(=O)(OC1)NCCCl)CCCl. Cell line: U251. Synergy scores: CSS=4.03, Synergy_ZIP=-3.22, Synergy_Bliss=-0.874, Synergy_Loewe=-3.96, Synergy_HSA=-1.31. (4) Drug 1: CCC1(CC2CC(C3=C(CCN(C2)C1)C4=CC=CC=C4N3)(C5=C(C=C6C(=C5)C78CCN9C7C(C=CC9)(C(C(C8N6C)(C(=O)OC)O)OC(=O)C)CC)OC)C(=O)OC)O.OS(=O)(=O)O. Drug 2: C1CN(CCN1C(=O)CCBr)C(=O)CCBr. Cell line: MOLT-4. Synergy scores: CSS=60.6, Synergy_ZIP=8.07, Synergy_Bliss=9.27, Synergy_Loewe=10.1, Synergy_HSA=11.0.